This data is from Forward reaction prediction with 1.9M reactions from USPTO patents (1976-2016). The task is: Predict the product of the given reaction. (1) Given the reactants [CH2:1]([O:3][C:4](=[O:34])[C@H:5]([CH3:33])[CH2:6][C@H:7]([NH:21][C:22](=[O:32])[CH2:23][CH2:24][C:25](=O)[NH:26][CH2:27][CH2:28][C:29]#[N:30])[CH2:8][C:9]1[CH:14]=[CH:13][C:12]([C:15]2[CH:20]=[CH:19][CH:18]=[CH:17][CH:16]=2)=[CH:11][CH:10]=1)[CH3:2].C1(P(C2C=CC=CC=2)C2C=CC=CC=2)C=CC=CC=1.N(C(OC(C)C)=O)=NC(OC(C)C)=O.C[Si]([N:72]=[N+:73]=[N-:74])(C)C, predict the reaction product. The product is: [CH2:1]([O:3][C:4](=[O:34])[C@H:5]([CH3:33])[CH2:6][C@H:7]([NH:21][C:22](=[O:32])[CH2:23][CH2:24][C:25]1[N:26]([CH2:27][CH2:28][C:29]#[N:30])[N:74]=[N:73][N:72]=1)[CH2:8][C:9]1[CH:14]=[CH:13][C:12]([C:15]2[CH:20]=[CH:19][CH:18]=[CH:17][CH:16]=2)=[CH:11][CH:10]=1)[CH3:2]. (2) Given the reactants [CH3:1][O:2][CH2:3][C@@H:4]([NH:11][C:12]([C:14]1[C:22]2[C:17](=[N:18][CH:19]=[C:20]([C:23]3[C:31]4[C:26](=[CH:27][C:28]([F:32])=[CH:29][CH:30]=4)[N:25]([CH3:33])[N:24]=3)[N:21]=2)[N:16](COCC[Si](C)(C)C)[CH:15]=1)=[O:13])[CH2:5][CH2:6][S:7]([CH3:10])(=[O:9])=[O:8].C(O)(C(F)(F)F)=O.C(N)CN, predict the reaction product. The product is: [CH3:10][S:7]([CH2:6][CH2:5][C@H:4]([NH:11][C:12]([C:14]1[C:22]2[C:17](=[N:18][CH:19]=[C:20]([C:23]3[C:31]4[C:26](=[CH:27][C:28]([F:32])=[CH:29][CH:30]=4)[N:25]([CH3:33])[N:24]=3)[N:21]=2)[NH:16][CH:15]=1)=[O:13])[CH2:3][O:2][CH3:1])(=[O:8])=[O:9].